From a dataset of Full USPTO retrosynthesis dataset with 1.9M reactions from patents (1976-2016). Predict the reactants needed to synthesize the given product. (1) Given the product [C:23]([C:20]1[CH:19]=[CH:18][C:17]([C:3]2[S:4][C:5]([C:7]3[CH:12]=[CH:11][C:10]([C:13]([CH3:14])([CH3:15])[CH3:16])=[CH:9][CH:8]=3)=[CH:6][C:2]=2[C:33]2[C:37]([F:39])([F:38])[C:36]([F:40])([F:41])[C:35]([F:42])([F:43])[C:34]=2[C:44]2[CH:48]=[C:47]([C:49]3[CH:54]=[CH:53][C:52]([CH:55]=[CH2:56])=[CH:51][CH:50]=3)[S:46][C:45]=2[C:57]2[CH:62]=[CH:61][CH:60]=[CH:59][CH:58]=2)=[CH:22][CH:21]=1)([CH3:25])([CH3:26])[CH3:24], predict the reactants needed to synthesize it. The reactants are: Br[C:2]1[CH:6]=[C:5]([C:7]2[CH:12]=[CH:11][C:10]([C:13]([CH3:16])([CH3:15])[CH3:14])=[CH:9][CH:8]=2)[S:4][C:3]=1[C:17]1[CH:22]=[CH:21][C:20]([C:23]([CH3:26])([CH3:25])[CH3:24])=[CH:19][CH:18]=1.[Li]CCCC.F[C:33]1[C:37]([F:39])([F:38])[C:36]([F:41])([F:40])[C:35]([F:43])([F:42])[C:34]=1[C:44]1[CH:48]=[C:47]([C:49]2[CH:54]=[CH:53][C:52]([CH:55]=[CH2:56])=[CH:51][CH:50]=2)[S:46][C:45]=1[C:57]1[CH:62]=[CH:61][CH:60]=[CH:59][CH:58]=1. (2) Given the product [OH:24][CH2:23][C:2]1[CH:7]=[CH:6][C:5]([Br:8])=[CH:4][N:3]=1, predict the reactants needed to synthesize it. The reactants are: Br[C:2]1[CH:7]=[CH:6][C:5]([Br:8])=[CH:4][N:3]=1.C([Li])CCC.CCCCCC.CN([CH:23]=[O:24])C.[BH4-].[Na+]. (3) Given the product [C:44]([C:41]1[CH:42]=[CH:43][C:38]([C:36]2[CH:37]=[C:32]([C@@H:27]([NH:26][C:24]([C@@H:20]3[CH2:21][CH2:22][CH2:23][N:18]([C:16](=[O:17])[CH2:15][CH2:14][CH:11]4[CH2:12][CH2:13][NH:8][CH2:9][CH2:10]4)[CH2:19]3)=[O:25])[CH2:28][C:29]([OH:31])=[O:30])[CH:33]=[N:34][CH:35]=2)=[CH:39][C:40]=1[F:46])#[N:45], predict the reactants needed to synthesize it. The reactants are: C(OC([N:8]1[CH2:13][CH2:12][CH:11]([CH2:14][CH2:15][C:16]([N:18]2[CH2:23][CH2:22][CH2:21][C@@H:20]([C:24]([NH:26][CH:27]([C:32]3[CH:33]=[N:34][CH:35]=[C:36]([C:38]4[CH:43]=[CH:42][C:41]([C:44]#[N:45])=[C:40]([F:46])[CH:39]=4)[CH:37]=3)[CH2:28][C:29]([OH:31])=[O:30])=[O:25])[CH2:19]2)=[O:17])[CH2:10][CH2:9]1)=O)(C)(C)C.Cl. (4) Given the product [OH:24][C:15]1[NH:14][C:13](=[O:32])[N:12]([CH2:11][C:4]2[CH:5]=[CH:6][CH:7]=[CH:8][CH:3]=2)[C:17](=[O:18])[C:16]=1[C:19]([O:21][CH2:22][CH3:23])=[O:20], predict the reactants needed to synthesize it. The reactants are: CO[C:3]1[CH:8]=[C:7](OC)[CH:6]=[CH:5][C:4]=1[CH2:11][N:12]1[C:17]([OH:18])=[C:16]([C:19]([O:21][CH2:22][CH3:23])=[O:20])[C:15](=[O:24])[N:14](CC2C=CC=CC=2)[C:13]1=[O:32]. (5) Given the product [N:45]1([CH2:44][CH2:43][CH2:42][O:41][C:38]2[CH:39]=[CH:40][C:35]([CH2:34][CH2:33][N:4]3[CH2:5][CH2:6][N:1]([C:7]4[CH:8]=[CH:9][CH:10]=[C:11]5[C:16]=4[N:15]=[C:14]([CH2:17][CH2:18][C:19]([O:21][CH3:22])=[O:20])[CH:13]=[CH:12]5)[CH2:2][CH2:3]3)=[CH:36][CH:37]=2)[CH2:51][CH2:50][CH2:49][CH2:48][CH2:47][CH2:46]1, predict the reactants needed to synthesize it. The reactants are: [N:1]1([C:7]2[CH:8]=[CH:9][CH:10]=[C:11]3[C:16]=2[N:15]=[C:14]([CH2:17][CH2:18][C:19]([O:21][CH3:22])=[O:20])[CH:13]=[CH:12]3)[CH2:6][CH2:5][NH:4][CH2:3][CH2:2]1.C(=O)(O)[O-].[Na+].CS(O[CH2:33][CH2:34][C:35]1[CH:40]=[CH:39][C:38]([O:41][CH2:42][CH2:43][CH2:44][N:45]2[CH2:51][CH2:50][CH2:49][CH2:48][CH2:47][CH2:46]2)=[CH:37][CH:36]=1)(=O)=O. (6) Given the product [Br:1][C:2]1[CH:14]=[C:13]([C:15]2[CH2:16][C:17]([C:24]3[CH:25]=[C:26]([Cl:31])[CH:27]=[C:28]([Cl:30])[CH:29]=3)([C:20]([F:21])([F:23])[F:22])[S:18][CH:19]=2)[CH:12]=[CH:11][C:3]=1[C:4]([OH:6])=[O:5], predict the reactants needed to synthesize it. The reactants are: [Br:1][C:2]1[CH:14]=[C:13]([C:15]2[CH2:16][C:17]([C:24]3[CH:29]=[C:28]([Cl:30])[CH:27]=[C:26]([Cl:31])[CH:25]=3)([C:20]([F:23])([F:22])[F:21])[S:18][CH:19]=2)[CH:12]=[CH:11][C:3]=1[C:4]([O:6]C(C)(C)C)=[O:5].FC(F)(F)C(O)=O.